From a dataset of Reaction yield outcomes from USPTO patents with 853,638 reactions. Predict the reaction yield, written as a fraction of the theoretical maximum amount of product (1.0 means a 100% yield; for example, 0.34 means a 34% yield). (1) The reactants are F[C:2]1C(N)=NC(N)=NC=1.[OH:10][C:11]1[CH:19]=[CH:18][C:17]([N+:20]([O-:22])=[O:21])=[CH:16][C:12]=1[C:13]([OH:15])=[O:14].C(=O)([O-])[O-].[K+].[K+].IC. No catalyst specified. The product is [OH:10][C:11]1[CH:19]=[CH:18][C:17]([N+:20]([O-:22])=[O:21])=[CH:16][C:12]=1[C:13]([O:15][CH3:2])=[O:14]. The yield is 0.770. (2) The catalyst is C1COCC1. The yield is 0.940. The product is [C:1]([O:5][C:6]([N:8]1[CH2:13][CH2:12][C@@H:11]([C:14]2[CH:19]=[CH:18][C:17]([F:20])=[CH:16][CH:15]=2)[C@H:10]([CH2:21][OH:22])[CH2:9]1)=[O:7])([CH3:4])([CH3:3])[CH3:2]. The reactants are [C:1]([O:5][C:6]([N:8]1[CH2:13][CH2:12][C@@H:11]([C:14]2[CH:19]=[CH:18][C:17]([F:20])=[CH:16][CH:15]=2)[C@H:10]([C:21](O)=[O:22])[CH2:9]1)=[O:7])([CH3:4])([CH3:3])[CH3:2]. (3) The product is [Br:3][C:4]1[CH:9]=[CH:8][C:7]([O:10][CH2:16][O:17][CH2:18][CH2:19][O:20][CH3:21])=[C:6]([C:11]([F:12])([F:13])[F:14])[CH:5]=1. The reactants are [H-].[Na+].[Br:3][C:4]1[CH:9]=[CH:8][C:7]([OH:10])=[C:6]([C:11]([F:14])([F:13])[F:12])[CH:5]=1.Cl[CH2:16][O:17][CH2:18][CH2:19][O:20][CH3:21]. The yield is 0.780. The catalyst is C1COCC1.C(OCC)(=O)C. (4) The reactants are [N:1]1([CH2:7][C:8]2[CH:13]=[CH:12][C:11]([N:14]3[CH:18]=[C:17]([C:19]4[C:27]5[C:22](=[CH:23][CH:24]=[C:25]([C:28]([O:30]C)=[O:29])[CH:26]=5)[NH:21][N:20]=4)[N:16]=[N:15]3)=[CH:10][CH:9]=2)[CH2:6][CH2:5][O:4][CH2:3][CH2:2]1.[OH-].[Li+].Cl. The catalyst is C1COCC1.O. The product is [N:1]1([CH2:7][C:8]2[CH:13]=[CH:12][C:11]([N:14]3[CH:18]=[C:17]([C:19]4[C:27]5[C:22](=[CH:23][CH:24]=[C:25]([C:28]([OH:30])=[O:29])[CH:26]=5)[NH:21][N:20]=4)[N:16]=[N:15]3)=[CH:10][CH:9]=2)[CH2:2][CH2:3][O:4][CH2:5][CH2:6]1. The yield is 1.00. (5) The reactants are C[N:2](C)/[C:3](/[CH3:39])=[CH:4]\[C:5]([C:7]1[N:8]=[CH:9][N:10]2[C:15]3[CH:16]=[CH:17][CH:18]=[C:19]([CH2:20][CH2:21][N:22]4[CH2:27][CH2:26][CH:25]([C:28]5[CH:37]=[CH:36][CH:35]=[C:34]6[C:29]=5[CH:30]=[CH:31][C:32]([CH3:38])=[N:33]6)[CH2:24][CH2:23]4)[C:14]=3[O:13][CH2:12][C:11]=12)=[O:6].[ClH:41].NO. The yield is 0.650. The product is [ClH:41].[ClH:41].[CH3:39][C:3]1[CH:4]=[C:5]([C:7]2[N:8]=[CH:9][N:10]3[C:15]4[CH:16]=[CH:17][CH:18]=[C:19]([CH2:20][CH2:21][N:22]5[CH2:27][CH2:26][CH:25]([C:28]6[CH:37]=[CH:36][CH:35]=[C:34]7[C:29]=6[CH:30]=[CH:31][C:32]([CH3:38])=[N:33]7)[CH2:24][CH2:23]5)[C:14]=4[O:13][CH2:12][C:11]=23)[O:6][N:2]=1. The catalyst is CCO. (6) The reactants are [CH3:1][C:2]1([CH3:20])[C:10]2[C:5](=[CH:6][CH:7]=[C:8]([C:11]3[N:15]([CH3:16])[C:14]([C:17]#[N:18])=[CH:13][CH:12]=3)[CH:9]=2)[C:4](=[O:19])[CH2:3]1.[CH3:21][Mg]Br. The catalyst is C1COCC1. The product is [OH:19][C:4]1([CH3:21])[C:5]2[C:10](=[CH:9][C:8]([C:11]3[N:15]([CH3:16])[C:14]([C:17]#[N:18])=[CH:13][CH:12]=3)=[CH:7][CH:6]=2)[C:2]([CH3:20])([CH3:1])[CH2:3]1. The yield is 0.500. (7) The reactants are [Br:1][C:2]1[CH:10]=[CH:9][CH:8]=[C:7]2[C:3]=1[C:4]([C:21]1[C:22](O)=[CH:23][C:24]3[O:28][CH2:27][CH2:26][C:25]=3[CH:29]=1)([CH2:19][OH:20])[C:5](=[O:18])[N:6]2[CH2:11][C:12]1[CH:17]=[CH:16][CH:15]=[CH:14][N:13]=1.C1(P(C2C=CC=CC=2)C2C=CC=CC=2)C=CC=CC=1.N(C(OC(C)C)=O)=NC(OC(C)C)=O. The catalyst is O1CCOCC1. The product is [Br:1][C:2]1[CH:10]=[CH:9][CH:8]=[C:7]2[C:3]=1[C:4]1([CH2:19][O:20][C:22]3[CH:23]=[C:24]4[C:25](=[CH:29][C:21]1=3)[CH2:26][CH2:27][O:28]4)[C:5](=[O:18])[N:6]2[CH2:11][C:12]1[CH:17]=[CH:16][CH:15]=[CH:14][N:13]=1. The yield is 0.370. (8) The reactants are [CH3:1][C:2]1[CH:7]=[CH:6][C:5]([S:8]([NH:11][C:12]2[O:16][N:15]=[C:14]([C:17]3[CH:43]=[CH:42][C:20]([CH2:21][N:22]([CH2:34][C:35]([O:37][C:38]([CH3:41])([CH3:40])[CH3:39])=[O:36])[C:23](=[O:33])[C:24]4[CH:29]=[CH:28][C:27]([N+:30]([O-])=O)=[CH:26][CH:25]=4)=[CH:19][CH:18]=3)[N:13]=2)(=[O:10])=[O:9])=[CH:4][CH:3]=1.O.S(S([O-])=O)([O-])=O.[Na+].[Na+]. The catalyst is C1COCC1. The product is [NH2:30][C:27]1[CH:28]=[CH:29][C:24]([C:23]([N:22]([CH2:34][C:35]([O:37][C:38]([CH3:39])([CH3:40])[CH3:41])=[O:36])[CH2:21][C:20]2[CH:19]=[CH:18][C:17]([C:14]3[N:13]=[C:12]([NH:11][S:8]([C:5]4[CH:6]=[CH:7][C:2]([CH3:1])=[CH:3][CH:4]=4)(=[O:10])=[O:9])[O:16][N:15]=3)=[CH:43][CH:42]=2)=[O:33])=[CH:25][CH:26]=1. The yield is 0.650. (9) The reactants are [H-].[Na+].[CH3:3][C:4]1([CH3:15])[CH2:9][CH2:8][CH2:7][CH:6]([CH2:10][C:11](=[O:13])[CH3:12])[C:5]1=[O:14].CC1(C)CCCCC1=O.ClCC(OCOC)=C. The catalyst is C1(C)C=CC=CC=1. The product is [CH3:3][C:4]1([CH3:15])[CH2:9][CH2:8][CH2:7][CH:6]([CH2:10][C:11](=[O:13])[CH3:12])[C:5]1=[O:14]. The yield is 0.145. (10) The reactants are [C:1]([O:9][CH3:10])(=[O:8])[C:2]1[CH:7]=[CH:6][N:5]=[CH:4][CH:3]=1.S(=O)(=O)(O)O.S(OOS([O-])(=O)=O)([O-])(=O)=O.[NH4+].[NH4+].[CH3:28][OH:29]. The catalyst is O. The product is [OH:29][CH2:28][C:4]1[CH:3]=[C:2]([CH:7]=[CH:6][N:5]=1)[C:1]([O:9][CH3:10])=[O:8]. The yield is 0.320.